The task is: Regression/Classification. Given a drug SMILES string, predict its absorption, distribution, metabolism, or excretion properties. Task type varies by dataset: regression for continuous measurements (e.g., permeability, clearance, half-life) or binary classification for categorical outcomes (e.g., BBB penetration, CYP inhibition). Dataset: cyp1a2_veith.. This data is from CYP1A2 inhibition data for predicting drug metabolism from PubChem BioAssay. (1) The drug is Cc1ccc(OCC(O)Cn2c3ccccc3c3ccccc32)cc1. The result is 1 (inhibitor). (2) The molecule is CC[C@@H]1CN2CCc3cc(OC)c(OC)cc3[C@H]2C[C@@H]1C[C@@H]1NCCc2cc(OC)c(OC)cc21. The result is 0 (non-inhibitor). (3) The drug is CCOC(=O)c1nnc(-c2ccccc2)nc1NCc1ccccc1. The result is 1 (inhibitor). (4) The drug is CN[C@@H](CC(C)C)C(=O)N[C@@H]1C(=O)N[C@H](CC(N)=O)C(=O)N[C@H]2C(=O)N[C@H]3C(=O)N[C@H](C(=O)N[C@H](C(=O)O)c4cc(O)cc(O)c4-c4cc3ccc4O)[C@H](O)c3ccc(c(Cl)c3)Oc3cc2cc(c3O[C@@H]2O[C@@H](CO)[C@@H](O)[C@@H](O)[C@H]2O[C@H]2C[C@](C)(N)[C@H](O)[C@H](C)O2)Oc2ccc(cc2Cl)[C@@H]1O. The result is 0 (non-inhibitor). (5) The compound is COc1ccccc1-c1nccc(N2CCN(C)CC2)n1. The result is 1 (inhibitor).